Regression/Classification. Given a drug SMILES string, predict its absorption, distribution, metabolism, or excretion properties. Task type varies by dataset: regression for continuous measurements (e.g., permeability, clearance, half-life) or binary classification for categorical outcomes (e.g., BBB penetration, CYP inhibition). Dataset: cyp3a4_substrate_carbonmangels. From a dataset of CYP3A4 substrate classification data from Carbon-Mangels et al.. (1) The molecule is C[C@@H](c1ncncc1F)[C@](O)(Cn1cncn1)c1ccc(F)cc1F. The result is 1 (substrate). (2) The compound is O=C(N[C@H](Cc1cc(=O)[nH]c2ccccc12)C(=O)O)c1ccc(Cl)cc1. The result is 1 (substrate). (3) The result is 0 (non-substrate). The compound is CC(=O)NC[C@H]1CN(c2ccc(N3CCOCC3)c(F)c2)C(=O)O1.